From a dataset of Reaction yield outcomes from USPTO patents with 853,638 reactions. Predict the reaction yield, written as a fraction of the theoretical maximum amount of product (1.0 means a 100% yield; for example, 0.34 means a 34% yield). The reactants are Br[C:2]1[CH:10]=[C:9]2[C:5]([C:6]([C:24]3[CH:33]=[CH:32][C:27]([C:28]([O:30][CH3:31])=[O:29])=[CH:26][C:25]=3[F:34])=[N:7][N:8]2[C:11](=[O:23])[C:12]2[C:17]([C:18]([F:21])([F:20])[F:19])=[CH:16][CH:15]=[CH:14][C:13]=2[Cl:22])=[CH:4][CH:3]=1.[CH3:35][C:36]1([CH3:52])[C:40]([CH3:42])([CH3:41])[O:39][B:38]([B:38]2[O:39][C:40]([CH3:42])([CH3:41])[C:36]([CH3:52])([CH3:35])[O:37]2)[O:37]1.CC([O-])=O.[K+]. The catalyst is C1C=CC(P(C2C=CC=CC=2)[C-]2C=CC=C2)=CC=1.C1C=CC(P(C2C=CC=CC=2)[C-]2C=CC=C2)=CC=1.Cl[Pd]Cl.[Fe+2].O1CCOCC1. The product is [Cl:22][C:13]1[CH:14]=[CH:15][CH:16]=[C:17]([C:18]([F:19])([F:20])[F:21])[C:12]=1[C:11]([N:8]1[C:9]2[C:5](=[CH:4][CH:3]=[C:2]([B:38]3[O:39][C:40]([CH3:42])([CH3:41])[C:36]([CH3:52])([CH3:35])[O:37]3)[CH:10]=2)[C:6]([C:24]2[CH:33]=[CH:32][C:27]([C:28]([O:30][CH3:31])=[O:29])=[CH:26][C:25]=2[F:34])=[N:7]1)=[O:23]. The yield is 0.708.